From a dataset of Full USPTO retrosynthesis dataset with 1.9M reactions from patents (1976-2016). Predict the reactants needed to synthesize the given product. Given the product [Br:28][CH2:1][C:2]1[C:7]([B:8]2[O:16][C:13]([CH3:15])([CH3:14])[C:10]([CH3:11])([CH3:12])[O:9]2)=[CH:6][C:5]([C:17]([F:19])([F:18])[F:20])=[CH:4][CH:3]=1, predict the reactants needed to synthesize it. The reactants are: [CH3:1][C:2]1[C:7]([B:8]2[O:16][C:13]([CH3:15])([CH3:14])[C:10]([CH3:12])([CH3:11])[O:9]2)=[CH:6][C:5]([C:17]([F:20])([F:19])[F:18])=[CH:4][CH:3]=1.C1C(=O)N([Br:28])C(=O)C1.C1(=O)NC(=O)CC1.